This data is from Forward reaction prediction with 1.9M reactions from USPTO patents (1976-2016). The task is: Predict the product of the given reaction. (1) Given the reactants [CH3:1][C:2]1[C:3]([C:8]#[N:9])=[N:4][CH:5]=[CH:6][CH:7]=1.C1C=C(Cl)C=C(C(OO)=[O:18])C=1, predict the reaction product. The product is: [CH3:1][C:2]1[CH:7]=[CH:6][CH:5]=[N+:4]([O-:18])[C:3]=1[C:8]#[N:9]. (2) Given the reactants [Cl:1][C:2]1[CH:7]=[CH:6][C:5]([CH:8]([NH:10][C:11](=[O:13])[CH3:12])[CH3:9])=[CH:4][C:3]=1[N:14]=[C:15]=[S:16].[NH2:17][C:18]1[CH:19]=[C:20]([CH:31]=[CH:32][C:33]=1[NH:34][CH3:35])[C:21]([NH:23][C:24]1[CH:29]=[CH:28][C:27]([Br:30])=[CH:26][CH:25]=1)=[O:22], predict the reaction product. The product is: [C:11]([NH:10][CH:8]([C:5]1[CH:6]=[CH:7][C:2]([Cl:1])=[C:3]([NH:14][C:15](=[S:16])[NH:17][C:18]2[CH:19]=[C:20]([CH:31]=[CH:32][C:33]=2[NH:34][CH3:35])[C:21]([NH:23][C:24]2[CH:25]=[CH:26][C:27]([Br:30])=[CH:28][CH:29]=2)=[O:22])[CH:4]=1)[CH3:9])(=[O:13])[CH3:12]. (3) Given the reactants [H-].[Na+].[I:3][C:4]1[NH:8][N:7]=[CH:6][C:5]=1[C:9]([O:11][CH2:12][CH3:13])=[O:10].[CH3:14][Si:15]([CH3:22])([CH3:21])[CH2:16][CH2:17][O:18][CH2:19]Cl.O, predict the reaction product. The product is: [I:3][C:4]1[C:5]([C:9]([O:11][CH2:12][CH3:13])=[O:10])=[CH:6][N:7]([CH2:19][O:18][CH2:17][CH2:16][Si:15]([CH3:22])([CH3:21])[CH3:14])[N:8]=1.